Dataset: Catalyst prediction with 721,799 reactions and 888 catalyst types from USPTO. Task: Predict which catalyst facilitates the given reaction. (1) Reactant: [F:1][C:2]1[CH:3]=[N:4][C:5]2[N:6]([N:8]=[CH:9][C:10]=2[C:11]([O:13]CC)=[O:12])[CH:7]=1.[OH-].[Li+:17]. Product: [F:1][C:2]1[CH:3]=[N:4][C:5]2[N:6]([N:8]=[CH:9][C:10]=2[C:11]([O-:13])=[O:12])[CH:7]=1.[Li+:17]. The catalyst class is: 799. (2) Reactant: [CH:1]1([C:4]2[N:9]=[C:8]([C:10]3[CH:11]=[C:12]4[C:16](=[CH:17][CH:18]=3)[N:15](C3CCCCO3)[N:14]=[C:13]4[C:25]3[N:30]=[C:29]([NH:31][C@@H:32]4[CH2:37][CH2:36][CH2:35][N:34](C(OC(C)(C)C)=O)[CH2:33]4)[CH:28]=[N:27][CH:26]=3)[CH:7]=[N:6][CH:5]=2)[CH2:3][CH2:2]1.Cl. The catalyst class is: 5. Product: [CH:1]1([C:4]2[N:9]=[C:8]([C:10]3[CH:11]=[C:12]4[C:16](=[CH:17][CH:18]=3)[NH:15][N:14]=[C:13]4[C:25]3[N:30]=[C:29]([NH:31][C@@H:32]4[CH2:37][CH2:36][CH2:35][NH:34][CH2:33]4)[CH:28]=[N:27][CH:26]=3)[CH:7]=[N:6][CH:5]=2)[CH2:3][CH2:2]1. (3) Reactant: [CH2:1]([O:3][C:4]([C:6]1[N:7]([C:16]2[CH:21]=[CH:20][C:19]([O:22][CH:23]([CH3:25])[CH3:24])=[CH:18][CH:17]=2)[C:8]2[C:13]([CH:14]=1)=[CH:12][C:11]([OH:15])=[CH:10][CH:9]=2)=[O:5])[CH3:2].Cl[C:27]1[CH:32]=[CH:31][C:30]([C:33]([F:36])([F:35])[F:34])=[CH:29][N:28]=1.C([O-])([O-])=O.[K+].[K+].O. Product: [CH2:1]([O:3][C:4]([C:6]1[N:7]([C:16]2[CH:21]=[CH:20][C:19]([O:22][CH:23]([CH3:24])[CH3:25])=[CH:18][CH:17]=2)[C:8]2[C:13]([CH:14]=1)=[CH:12][C:11]([O:15][N:28]1[CH:29]=[C:30]([C:33]([F:36])([F:35])[F:34])[CH:31]=[CH:32][CH2:27]1)=[CH:10][CH:9]=2)=[O:5])[CH3:2]. The catalyst class is: 3. (4) Reactant: C1N=CN([C:6](N2C=NC=C2)=[O:7])C=1.[CH3:13][O:14][C:15]([C@H:17]1[CH2:22][CH2:21][C@H:20]([CH2:23][NH:24][C:25]2[CH:30]=[C:29]([O:31][CH:32]3[CH2:37][CH2:36][CH2:35][CH2:34][O:33]3)[CH:28]=[CH:27][C:26]=2[NH2:38])[CH2:19][CH2:18]1)=[O:16]. Product: [CH3:13][O:14][C:15]([C@H:17]1[CH2:18][CH2:19][C@H:20]([CH2:23][N:24]2[C:25]3[CH:30]=[C:29]([O:31][CH:32]4[CH2:37][CH2:36][CH2:35][CH2:34][O:33]4)[CH:28]=[CH:27][C:26]=3[NH:38][C:6]2=[O:7])[CH2:21][CH2:22]1)=[O:16]. The catalyst class is: 1.